This data is from NCI-60 drug combinations with 297,098 pairs across 59 cell lines. The task is: Regression. Given two drug SMILES strings and cell line genomic features, predict the synergy score measuring deviation from expected non-interaction effect. (1) Drug 1: CN1C2=C(C=C(C=C2)N(CCCl)CCCl)N=C1CCCC(=O)O.Cl. Drug 2: N.N.Cl[Pt+2]Cl. Cell line: ACHN. Synergy scores: CSS=62.8, Synergy_ZIP=0.0583, Synergy_Bliss=3.16, Synergy_Loewe=-22.3, Synergy_HSA=1.18. (2) Drug 2: N.N.Cl[Pt+2]Cl. Synergy scores: CSS=9.64, Synergy_ZIP=-0.269, Synergy_Bliss=-0.392, Synergy_Loewe=-1.74, Synergy_HSA=-0.518. Drug 1: CN1CCC(CC1)COC2=C(C=C3C(=C2)N=CN=C3NC4=C(C=C(C=C4)Br)F)OC. Cell line: HCC-2998. (3) Drug 1: COC1=C(C=C2C(=C1)N=CN=C2NC3=CC(=C(C=C3)F)Cl)OCCCN4CCOCC4. Drug 2: CC(C)CN1C=NC2=C1C3=CC=CC=C3N=C2N. Cell line: RXF 393. Synergy scores: CSS=18.3, Synergy_ZIP=-5.86, Synergy_Bliss=-1.35, Synergy_Loewe=-2.85, Synergy_HSA=-2.29. (4) Drug 1: C1CN(CCN1C(=O)CCBr)C(=O)CCBr. Drug 2: C1CN(P(=O)(OC1)NCCCl)CCCl. Cell line: MDA-MB-435. Synergy scores: CSS=28.0, Synergy_ZIP=-3.52, Synergy_Bliss=2.61, Synergy_Loewe=-11.3, Synergy_HSA=3.74. (5) Drug 1: C1CCC(CC1)NC(=O)N(CCCl)N=O. Drug 2: C1=CC(=CC=C1C#N)C(C2=CC=C(C=C2)C#N)N3C=NC=N3. Cell line: UACC62. Synergy scores: CSS=25.4, Synergy_ZIP=-3.75, Synergy_Bliss=-2.32, Synergy_Loewe=-2.97, Synergy_HSA=-2.05. (6) Drug 1: C1=C(C(=O)NC(=O)N1)N(CCCl)CCCl. Drug 2: CC=C1C(=O)NC(C(=O)OC2CC(=O)NC(C(=O)NC(CSSCCC=C2)C(=O)N1)C(C)C)C(C)C. Cell line: HOP-62. Synergy scores: CSS=67.5, Synergy_ZIP=-5.34, Synergy_Bliss=-4.39, Synergy_Loewe=-9.87, Synergy_HSA=-1.77. (7) Drug 2: B(C(CC(C)C)NC(=O)C(CC1=CC=CC=C1)NC(=O)C2=NC=CN=C2)(O)O. Synergy scores: CSS=54.1, Synergy_ZIP=-3.85, Synergy_Bliss=-2.75, Synergy_Loewe=-8.66, Synergy_HSA=-1.46. Cell line: OVCAR-5. Drug 1: CCC1=C2CN3C(=CC4=C(C3=O)COC(=O)C4(CC)O)C2=NC5=C1C=C(C=C5)O. (8) Drug 1: CC1=C(C=C(C=C1)NC(=O)C2=CC=C(C=C2)CN3CCN(CC3)C)NC4=NC=CC(=N4)C5=CN=CC=C5. Drug 2: C1CCC(C(C1)N)N.C(=O)(C(=O)[O-])[O-].[Pt+4]. Cell line: NCI/ADR-RES. Synergy scores: CSS=20.6, Synergy_ZIP=-4.66, Synergy_Bliss=-1.47, Synergy_Loewe=-5.89, Synergy_HSA=0.811.